Regression/Classification. Given a drug SMILES string, predict its toxicity properties. Task type varies by dataset: regression for continuous values (e.g., LD50, hERG inhibition percentage) or binary classification for toxic/non-toxic outcomes (e.g., AMES mutagenicity, cardiotoxicity, hepatotoxicity). Dataset: ld50_zhu. From a dataset of Acute oral toxicity (LD50) regression data from Zhu et al.. (1) The molecule is Cc1ccc(N)cc1O. The rat oral LD50 is 1.53, given as -log10 of the dose in mol/kg body weight (higher means more acutely toxic). (2) The compound is CN(C)P(=O)(OC=C(Cl)Cl)c1ccc(Cl)cc1. The rat oral LD50 is 2.80, given as -log10 of the dose in mol/kg body weight (higher means more acutely toxic). (3) The compound is Cc1cc(Cl)ccc1OC(C)C(=O)N(C)C. The rat oral LD50 is 2.48, given as -log10 of the dose in mol/kg body weight (higher means more acutely toxic). (4) The compound is CC(C)(C)OO. The rat oral LD50 is 2.39, given as -log10 of the dose in mol/kg body weight (higher means more acutely toxic). (5) The compound is Cc1cc2c(cc1C)C(=O)c1[nH]nnc1C2=O. The rat oral LD50 is 2.37, given as -log10 of the dose in mol/kg body weight (higher means more acutely toxic).